From a dataset of Full USPTO retrosynthesis dataset with 1.9M reactions from patents (1976-2016). Predict the reactants needed to synthesize the given product. (1) Given the product [CH2:39]([NH:40][C:20]([N:14]1[C@@H:15]2[CH2:19][N:18]([CH2:17][CH2:16]2)[C:12]2[CH:11]=[CH:10][C:9]([C:5]3[CH:6]=[CH:7][CH:8]=[C:3]([C:2]([F:1])([F:30])[F:31])[CH:4]=3)=[N:29][C:13]1=2)=[O:22])[CH2:38][C:32]1[CH:37]=[CH:36][CH:35]=[CH:34][CH:33]=1, predict the reactants needed to synthesize it. The reactants are: [F:1][C:2]([F:31])([F:30])[C:3]1[CH:4]=[C:5]([C:9]2[CH:10]=[CH:11][C:12]3[N:18]4[CH2:19][C@H:15]([CH2:16][CH2:17]4)[N:14]([C:20]([O:22]C4C=CC=CC=4)=O)[C:13]=3[N:29]=2)[CH:6]=[CH:7][CH:8]=1.[C:32]1([CH2:38][CH2:39][NH2:40])[CH:37]=[CH:36][CH:35]=[CH:34][CH:33]=1. (2) Given the product [Br:1][C:2]1[C:3](=[O:10])[N:4]([CH3:9])[C:5](=[O:8])[N:6]([CH2:13][CH2:12][C:11]#[N:14])[N:7]=1, predict the reactants needed to synthesize it. The reactants are: [Br:1][C:2]1[C:3](=[O:10])[N:4]([CH3:9])[C:5](=[O:8])[NH:6][N:7]=1.[C:11](#[N:14])[CH:12]=[CH2:13].N1C=CC=CC=1. (3) The reactants are: [N:1]1[C:10]2[C:5](=[CH:6][CH:7]=[CH:8][CH:9]=2)[CH:4]=[C:3](/[CH:11]=[CH:12]\[CH2:13][OH:14])[CH:2]=1.[C:15]([O:22]C(OC(C)(C)C)=O)([O:17][C:18]([CH3:21])([CH3:20])[CH3:19])=[O:16].[OH-].[Na+]. Given the product [N:1]1[C:10]2[C:5](=[CH:6][CH:7]=[CH:8][CH:9]=2)[CH:4]=[C:3](/[CH:11]=[CH:12]\[CH2:13][OH:14])[CH:2]=1.[C:18]([O:17][C:15](=[O:16])[O-:22])([CH3:21])([CH3:20])[CH3:19], predict the reactants needed to synthesize it.